Dataset: Reaction yield outcomes from USPTO patents with 853,638 reactions. Task: Predict the reaction yield, written as a fraction of the theoretical maximum amount of product (1.0 means a 100% yield; for example, 0.34 means a 34% yield). (1) The reactants are C[O:2][C:3]([C@H:5]1[C:14]2[C:9](=[CH:10][CH:11]=[CH:12][CH:13]=2)[N:8]([C:15]([C:17]2[CH:18]=[N:19][C:20](Cl)=[CH:21][CH:22]=2)=[O:16])[C@@H:7]([CH3:24])[CH2:6]1)=[O:4].[CH3:25][O-:26].[Na+].CO.Cl. The catalyst is COCCOC. The product is [CH3:25][O:26][C:20]1[N:19]=[CH:18][C:17]([C:15]([N:8]2[C:9]3[C:14](=[CH:13][CH:12]=[CH:11][CH:10]=3)[CH:5]([C:3]([OH:2])=[O:4])[CH2:6][CH:7]2[CH3:24])=[O:16])=[CH:22][CH:21]=1. The yield is 0.320. (2) The reactants are [OH:1][C:2]1([CH2:13][NH:14][C:15]2[C:24]3[C:19](=[CH:20][CH:21]=[CH:22][CH:23]=3)[N:18]=[CH:17][C:16]=2[N+:25]([O-])=O)[CH2:7][CH2:6][N:5]([C:8]([O:10][CH2:11][CH3:12])=[O:9])[CH2:4][CH2:3]1.C(N(CC)CC)C.[CH2:35]([O:37][CH2:38][C:39](Cl)=O)[CH3:36]. The catalyst is [Pt].C(O)C. The product is [CH2:35]([O:37][CH2:38][C:39]1[N:14]([CH2:13][C:2]2([OH:1])[CH2:7][CH2:6][N:5]([C:8]([O:10][CH2:11][CH3:12])=[O:9])[CH2:4][CH2:3]2)[C:15]2[C:24]3[CH:23]=[CH:22][CH:21]=[CH:20][C:19]=3[N:18]=[CH:17][C:16]=2[N:25]=1)[CH3:36]. The yield is 0.610.